This data is from Catalyst prediction with 721,799 reactions and 888 catalyst types from USPTO. The task is: Predict which catalyst facilitates the given reaction. (1) Reactant: [CH3:1][N:2]1[C:10](=[O:11])[C:9]2[C:4](=[CH:5][CH:6]=[CH:7][CH:8]=2)[CH:3]1[C:12]([O:14][CH2:15][C:16]1[CH:21]=[CH:20][CH:19]=[CH:18][CH:17]=1)=[O:13].[CH2:22]=[O:23].C1CCN2C(=NCCC2)CC1. Product: [OH:23][CH2:22][C:3]1([C:12]([O:14][CH2:15][C:16]2[CH:21]=[CH:20][CH:19]=[CH:18][CH:17]=2)=[O:13])[C:4]2[C:9](=[CH:8][CH:7]=[CH:6][CH:5]=2)[C:10](=[O:11])[N:2]1[CH3:1]. The catalyst class is: 12. (2) Reactant: [C:1]([O:5][C:6]([N:8]1[CH2:12][CH2:11][CH2:10][C@H:9]1[C@H:13]([O:19][CH3:20])[C@@H:14]([CH3:18])[C:15]([OH:17])=O)=[O:7])([CH3:4])([CH3:3])[CH3:2].CN(C(ON1N=NC2C=CC=NC1=2)=[N+](C)C)C.F[P-](F)(F)(F)(F)F.C(N(CC)CC)C.[CH:52]1([CH2:59][CH2:60][NH2:61])[CH:58]=[CH:57][CH:56]=[CH:55][CH:54]=[CH:53]1. Product: [CH:52]1([CH2:59][CH2:60][NH:61][C:15](=[O:17])[C@H:14]([CH3:18])[C@H:13]([C@@H:9]2[CH2:10][CH2:11][CH2:12][N:8]2[C:6]([O:5][C:1]([CH3:2])([CH3:3])[CH3:4])=[O:7])[O:19][CH3:20])[CH:58]=[CH:57][CH:56]=[CH:55][CH:54]=[CH:53]1. The catalyst class is: 120. (3) Reactant: O=S(Cl)[Cl:3].[NH2:5][C:6]1[N:11]=[C:10]([OH:12])[C:9]([S:13][C:14]2[CH:19]=[CH:18][C:17]([CH2:20]O)=[CH:16][CH:15]=2)=[C:8]([CH3:22])[N:7]=1. Product: [NH2:5][C:6]1[N:11]=[C:10]([OH:12])[C:9]([S:13][C:14]2[CH:19]=[CH:18][C:17]([CH2:20][Cl:3])=[CH:16][CH:15]=2)=[C:8]([CH3:22])[N:7]=1. The catalyst class is: 2. (4) Reactant: [Br:1][C:2]1[N:7]=[C:6]([CH2:8]O)[CH:5]=[CH:4][CH:3]=1.C1(P(C2C=CC=CC=2)C2C=CC=CC=2)C=CC=CC=1.C(Br)(Br)(Br)[Br:30]. The catalyst class is: 2. Product: [Br:1][C:2]1[CH:3]=[CH:4][CH:5]=[C:6]([CH2:8][Br:30])[N:7]=1. (5) Reactant: Br[C:2]1[CH:7]=[CH:6][C:5]([Cl:8])=[CH:4][C:3]=1[CH3:9].CC1(C)C(C)(C)OB([C:18]2[CH:28]=[CH:27][CH:26]=[CH:25][C:19]=2[C:20]([O:22][CH2:23][CH3:24])=[O:21])O1.C1(C)C=CC=CC=1.P([O-])([O-])([O-])=O.[K+].[K+].[K+]. Product: [Cl:8][C:5]1[CH:6]=[CH:7][C:2]([C:18]2[C:19]([C:20]([O:22][CH2:23][CH3:24])=[O:21])=[CH:25][CH:26]=[CH:27][CH:28]=2)=[C:3]([CH3:9])[CH:4]=1. The catalyst class is: 6.